Task: Regression. Given two drug SMILES strings and cell line genomic features, predict the synergy score measuring deviation from expected non-interaction effect.. Dataset: NCI-60 drug combinations with 297,098 pairs across 59 cell lines (1) Drug 1: C1CCC(C1)C(CC#N)N2C=C(C=N2)C3=C4C=CNC4=NC=N3. Drug 2: CC(C)CN1C=NC2=C1C3=CC=CC=C3N=C2N. Cell line: SK-MEL-5. Synergy scores: CSS=-14.7, Synergy_ZIP=10.5, Synergy_Bliss=0.610, Synergy_Loewe=-18.9, Synergy_HSA=-18.2. (2) Cell line: UACC62. Synergy scores: CSS=18.3, Synergy_ZIP=1.98, Synergy_Bliss=4.82, Synergy_Loewe=5.14, Synergy_HSA=5.30. Drug 1: CC1C(C(CC(O1)OC2CC(CC3=C2C(=C4C(=C3O)C(=O)C5=C(C4=O)C(=CC=C5)OC)O)(C(=O)CO)O)N)O.Cl. Drug 2: CC1C(C(CC(O1)OC2CC(CC3=C2C(=C4C(=C3O)C(=O)C5=C(C4=O)C(=CC=C5)OC)O)(C(=O)C)O)N)O.Cl. (3) Drug 1: CCC1(C2=C(COC1=O)C(=O)N3CC4=CC5=C(C=CC(=C5CN(C)C)O)N=C4C3=C2)O.Cl. Drug 2: COCCOC1=C(C=C2C(=C1)C(=NC=N2)NC3=CC=CC(=C3)C#C)OCCOC.Cl. Cell line: A549. Synergy scores: CSS=39.8, Synergy_ZIP=-1.76, Synergy_Bliss=-0.375, Synergy_Loewe=-0.568, Synergy_HSA=0.941. (4) Drug 1: C1CCN(CC1)CCOC2=CC=C(C=C2)C(=O)C3=C(SC4=C3C=CC(=C4)O)C5=CC=C(C=C5)O. Drug 2: CC1=C(C(CCC1)(C)C)C=CC(=CC=CC(=CC(=O)O)C)C. Cell line: TK-10. Synergy scores: CSS=-1.89, Synergy_ZIP=0.157, Synergy_Bliss=-1.59, Synergy_Loewe=-1.79, Synergy_HSA=-2.75. (5) Drug 1: CCC1=CC2CC(C3=C(CN(C2)C1)C4=CC=CC=C4N3)(C5=C(C=C6C(=C5)C78CCN9C7C(C=CC9)(C(C(C8N6C)(C(=O)OC)O)OC(=O)C)CC)OC)C(=O)OC.C(C(C(=O)O)O)(C(=O)O)O. Synergy scores: CSS=26.8, Synergy_ZIP=-1.04, Synergy_Bliss=-0.884, Synergy_Loewe=-43.9, Synergy_HSA=-0.432. Cell line: SF-539. Drug 2: CN1C(=O)N2C=NC(=C2N=N1)C(=O)N. (6) Drug 1: CC1OCC2C(O1)C(C(C(O2)OC3C4COC(=O)C4C(C5=CC6=C(C=C35)OCO6)C7=CC(=C(C(=C7)OC)O)OC)O)O. Drug 2: CN1C2=C(C=C(C=C2)N(CCCl)CCCl)N=C1CCCC(=O)O.Cl. Cell line: IGROV1. Synergy scores: CSS=31.0, Synergy_ZIP=3.32, Synergy_Bliss=5.06, Synergy_Loewe=-1.27, Synergy_HSA=6.53. (7) Drug 1: C1=CC(=CC=C1CCC2=CNC3=C2C(=O)NC(=N3)N)C(=O)NC(CCC(=O)O)C(=O)O. Drug 2: CN(CCCl)CCCl.Cl. Cell line: NCI-H322M. Synergy scores: CSS=3.39, Synergy_ZIP=-1.11, Synergy_Bliss=1.22, Synergy_Loewe=-7.51, Synergy_HSA=-2.11.